Dataset: Catalyst prediction with 721,799 reactions and 888 catalyst types from USPTO. Task: Predict which catalyst facilitates the given reaction. (1) Reactant: C(OC([NH:8][C:9]1[CH:14]=[CH:13][C:12]([C:15]2[S:31][C:18]3[CH2:19][N:20]([CH:24]([CH2:29][CH3:30])[C:25]([O:27][CH3:28])=[O:26])[S:21](=[O:23])(=[O:22])[C:17]=3[CH:16]=2)=[CH:11][CH:10]=1)=O)(C)(C)C.FC(F)(F)C(O)=O.O.N. Product: [NH2:8][C:9]1[CH:10]=[CH:11][C:12]([C:15]2[S:31][C:18]3[CH2:19][N:20]([CH:24]([CH2:29][CH3:30])[C:25]([O:27][CH3:28])=[O:26])[S:21](=[O:23])(=[O:22])[C:17]=3[CH:16]=2)=[CH:13][CH:14]=1. The catalyst class is: 4. (2) Reactant: FC(F)(F)C(O)=O.C(O[C:13]([N:15]1[CH2:36][CH2:35][C:18]2[N:19]=[C:20]([NH:23][C:24](=[O:34])[C:25]3[CH:30]=[CH:29][CH:28]=[CH:27][C:26]=3[O:31][CH2:32][CH3:33])[N:21]=[CH:22][C:17]=2[CH2:16]1)=[O:14])(C)(C)C.CCN(C(C)C)C(C)C.[Cl:46][C:47]1[CH:51]=[CH:50][S:49][C:48]=1C(O)=O.CCN=C=NCCCN(C)C.C1C=NC2N(O)N=NC=2C=1. Product: [Cl:46][C:47]1[CH:51]=[CH:50][S:49][C:48]=1[C:13]([N:15]1[CH2:36][CH2:35][C:18]2[N:19]=[C:20]([NH:23][C:24](=[O:34])[C:25]3[CH:30]=[CH:29][CH:28]=[CH:27][C:26]=3[O:31][CH2:32][CH3:33])[N:21]=[CH:22][C:17]=2[CH2:16]1)=[O:14]. The catalyst class is: 2. (3) Product: [NH2:13][C:12]1[CH:11]=[CH:10][C:6]([C:7]([NH2:9])=[O:8])=[CH:5][C:4]=1[O:3][CH2:1][CH3:2]. The catalyst class is: 19. Reactant: [CH2:1]([O:3][C:4]1[CH:5]=[C:6]([CH:10]=[CH:11][C:12]=1[N+:13]([O-])=O)[C:7]([NH2:9])=[O:8])[CH3:2].C([O-])=O.[NH4+]. (4) Reactant: [Br:1][C:2]1[CH:10]=[CH:9][C:5]([C:6]([OH:8])=[O:7])=[C:4](F)[CH:3]=1.[CH:12]1([Mg]Br)[CH2:14][CH2:13]1. Product: [Br:1][C:2]1[CH:10]=[CH:9][C:5]([C:6]([OH:8])=[O:7])=[C:4]([CH:12]2[CH2:14][CH2:13]2)[CH:3]=1. The catalyst class is: 1. (5) Reactant: [F:1][C:2]1[C:7]([O:8]C)=[CH:6][CH:5]=[CH:4][C:3]=1[OH:10].B(Br)(Br)Br.B(F)(F)F.[CH3:19][CH2:20][O:21]CC.C(O)(=O)C. Product: [F:1][C:2]1[C:7]([OH:8])=[C:6]([C:20](=[O:21])[CH3:19])[CH:5]=[CH:4][C:3]=1[OH:10]. The catalyst class is: 229. (6) Reactant: [OH-].[Na+].C([N:6]1[C:11]2[CH:12]=[C:13]([C:20](=[O:22])[CH3:21])[CH:14]=[C:15]([C:16]([CH3:19])([CH3:18])[CH3:17])[C:10]=2[O:9][CH2:8][CH2:7]1)(=O)C. Product: [C:16]([C:15]1[C:10]2[O:9][CH2:8][CH2:7][NH:6][C:11]=2[CH:12]=[C:13]([C:20](=[O:22])[CH3:21])[CH:14]=1)([CH3:19])([CH3:17])[CH3:18]. The catalyst class is: 5.